From a dataset of Retrosynthesis with 50K atom-mapped reactions and 10 reaction types from USPTO. Predict the reactants needed to synthesize the given product. Given the product OC(c1ccc(Br)cc1)C(F)F, predict the reactants needed to synthesize it. The reactants are: O=C(c1ccc(Br)cc1)C(F)F.